From a dataset of Experimentally validated miRNA-target interactions with 360,000+ pairs, plus equal number of negative samples. Binary Classification. Given a miRNA mature sequence and a target amino acid sequence, predict their likelihood of interaction. (1) The miRNA is hsa-miR-146b-5p with sequence UGAGAACUGAAUUCCAUAGGCUG. The protein sequence of the target gene is MKDFSDVILCMEATESSKTEFCNPAFEPESGPPCPPPVFPEDASYSVPAPWHGRRPRGLRPDCRFSWLCVLLLSSLLLLLLGLLVAIILAQLQAAPPSGASHSPLPAGGLTTTTTTPTITTSQAAGTPKGQQESGVSPSPQSTCGGLLSGPRGFFSSPNYPDPYPPNTHCVWHIQVATDHAIQLKIEALSIESVASCLFDRLELSPEPEGPLLRVCGRVPPPTLNTNASHLLVVFVSDSSVEGFGFHAWYQAMAPGRGSCAHDEFRCDQLICLLPDSVCDGFANCADGSDETNCSAKFSG.... Result: 0 (no interaction). (2) The miRNA is hsa-miR-4469 with sequence GCUCCCUCUAGGGUCGCUCGGA. The protein sequence of the target gene is MFSLKPPKPTFRSYLLPPPQTDDKINSEPKIKKLEPVLLPGEIVVNEVNFVRKCIATDTSQYDLWGKLICSNFKISFITDDPMPLQKFHYRNLLLGEHDVPLTCIEQIVTVNDHKRKQKVLGPNQKLKFNPTELIIYCKDFRIVRFRFDESGPESAKKVCLAIAHYSQPTDLQLLFAFEYVGKKYHNSANKINGIPSGDGGGGGGGGNGAGGGSSQKTPLFETYSDWDREIKRTGASGWRVCSINEGYMISTCLPEYIVVPSSLADQDLKIFSHSFVGRRMPLWCWSHSNGSALVRMALI.... Result: 1 (interaction). (3) The miRNA is hsa-miR-3913-5p with sequence UUUGGGACUGAUCUUGAUGUCU. The protein sequence of the target gene is MTIALLGFAIFLLHCATCEKPLEGILSSSAWHFTHSHYNATIYENSSPKTYVESFEKMGIYLAEPQWAVRYRIISGDVANVFKTEEYVVGNFCFLRIRTKSSNTALLNREVRDSYTLIIQATEKTLELEALTRVVVHILDQNDLKPLFSPPSYRVTISEDMPLKSPICKVTATDADLGQNAEFYYAFNTRSEMFAIHPTSGVVTVAGKLNVTWRGKHELQVLAVDRMRKISEGNGFGSLAALVVHVEPALRKPPAIASVVVTPPDSNDGTTYATVLVDANSSGAEVESVEVVGGDPGKHF.... Result: 0 (no interaction). (4) The miRNA is hsa-miR-5093 with sequence AGGAAAUGAGGCUGGCUAGGAGC. The protein sequence of the target gene is MDLRQFLMCLSLCTAFALSKPTEKKDRVHHEPQLSDKVHNDAQSFDYDHDAFLGAEEAKTFDQLTPEESKERLGKIVSKIDGDKDGFVTVDELKDWIKFAQKRWIYEDVERQWKGHDLNEDGLVSWEEYKNATYGYVLDDPDPDDGFNYKQMMVRDERRFKMADKDGDLIATKEEFTAFLHPEEYDYMKDIVVQETMEDIDKNADGFIDLEEYIGDMYSHDGNTDEPEWVKTEREQFVEFRDKNRDGKMDKEETKDWILPSDYDHAEAEARHLVYESDQNKDGKLTKEEIVDKYDLFVGS.... Result: 1 (interaction).